From a dataset of Reaction yield outcomes from USPTO patents with 853,638 reactions. Predict the reaction yield, written as a fraction of the theoretical maximum amount of product (1.0 means a 100% yield; for example, 0.34 means a 34% yield). (1) The reactants are [Br:1][C:2]1[CH:7]=[C:6]([F:8])[CH:5]=[CH:4][C:3]=1[CH:9]1[C:14]([C:15]([O:17][CH2:18][CH3:19])=[O:16])=[C:13]([CH2:20][N:21]2[CH2:26][CH2:25][O:24][C@@H:23]([CH2:27][OH:28])[CH2:22]2)[NH:12][C:11]([C:29]2[N:33]=[CH:32][NH:31][N:30]=2)=[N:10]1.[C:34](O)(=[O:39])[C:35]([CH3:38])([CH3:37])[CH3:36]. No catalyst specified. The product is [Br:1][C:2]1[CH:7]=[C:6]([F:8])[CH:5]=[CH:4][C:3]=1[CH:9]1[C:14]([C:15]([O:17][CH2:18][CH3:19])=[O:16])=[C:13]([CH2:20][N:21]2[CH2:26][CH2:25][O:24][C@@H:23]([CH2:27][O:28][C:34](=[O:39])[C:35]([CH3:38])([CH3:37])[CH3:36])[CH2:22]2)[NH:12][C:11]([C:29]2[N:33]=[CH:32][NH:31][N:30]=2)=[N:10]1. The yield is 0.430. (2) The reactants are [CH:1]1[C:10]2[C:5](=[CH:6][CH:7]=[CH:8][CH:9]=2)[CH:4]=[CH:3][C:2]=1[OH:11].F[C:13]1[CH:18]=[CH:17][C:16]([F:19])=[CH:15][C:14]=1[N+:20]([O-:22])=[O:21].[F:23][C:24]1[CH:25]=[CH:26][C:27]([O:31][C:32]2[CH:41]=[CH:40][C:39]3[C:34](=[CH:35][CH:36]=[CH:37][CH:38]=3)[CH:33]=2)=[C:28]([CH:30]=1)[NH2:29].[NH2:42][C:43]1[S:44][CH:45]=[CH:46][N:47]=1. No catalyst specified. The product is [F:19][C:16]1[CH:17]=[CH:18][C:13]([O:11][C:2]2[CH:3]=[CH:4][C:5]3[C:10](=[CH:9][CH:8]=[CH:7][CH:6]=3)[CH:1]=2)=[C:14]([N+:20]([O-:22])=[O:21])[CH:15]=1.[F:23][C:24]1[CH:25]=[CH:26][C:27]([O:31][C:32]2[CH:41]=[CH:40][C:39]3[C:34](=[CH:35][CH:36]=[CH:37][CH:38]=3)[CH:33]=2)=[C:28]([NH:29][C:2]([NH:42][C:43]2[S:44][CH:45]=[CH:46][N:47]=2)=[O:11])[CH:30]=1. The yield is 0.800.